From a dataset of Forward reaction prediction with 1.9M reactions from USPTO patents (1976-2016). Predict the product of the given reaction. (1) The product is: [CH:1]([N:4]1[CH2:9][CH2:8][CH:7]([NH:10][C:11]([C:13]2[N:17]([CH2:29][C:30](=[O:31])[NH:32][C:33]3[CH:38]=[CH:37][C:36]([Cl:39])=[CH:35][N:34]=3)[C:16]3[CH:18]=[CH:19][CH:20]=[C:21]([O:22][CH2:23][CH2:24][O:25][CH2:26][CH3:27])[C:15]=3[N:14]=2)=[O:12])[CH2:6][CH2:5]1)([CH3:3])[CH3:2]. Given the reactants [CH:1]([N:4]1[CH2:9][CH2:8][CH:7]([NH:10][C:11]([C:13]2[NH:17][C:16]3[CH:18]=[CH:19][CH:20]=[C:21]([O:22][CH2:23][CH2:24][O:25][CH2:26][CH3:27])[C:15]=3[N:14]=2)=[O:12])[CH2:6][CH2:5]1)([CH3:3])[CH3:2].Br[CH2:29][C:30]([NH:32][C:33]1[CH:38]=[CH:37][C:36]([Cl:39])=[CH:35][N:34]=1)=[O:31].C([O-])(=O)C, predict the reaction product. (2) Given the reactants [OH:1][CH2:2][CH2:3][CH2:4][CH2:5][NH:6][S:7]([C:10]1[CH:15]=[CH:14][C:13]([C:16]2[CH:21]=[CH:20][CH:19]=[CH:18][CH:17]=2)=[CH:12][CH:11]=1)(=[O:9])=[O:8].[C:22]([Si:26]([O:39][CH2:40][CH2:41]I)([C:33]1[CH:38]=[CH:37][CH:36]=[CH:35][CH:34]=1)[C:27]1[CH:32]=[CH:31][CH:30]=[CH:29][CH:28]=1)([CH3:25])([CH3:24])[CH3:23].O, predict the reaction product. The product is: [C:22]([Si:26]([C:27]1[CH:32]=[CH:31][CH:30]=[CH:29][CH:28]=1)([C:33]1[CH:34]=[CH:35][CH:36]=[CH:37][CH:38]=1)[O:39][CH2:40][CH2:41][N:6]([CH2:5][CH2:4][CH2:3][CH2:2][OH:1])[S:7]([C:10]1[CH:15]=[CH:14][C:13]([C:16]2[CH:21]=[CH:20][CH:19]=[CH:18][CH:17]=2)=[CH:12][CH:11]=1)(=[O:9])=[O:8])([CH3:23])([CH3:24])[CH3:25]. (3) The product is: [C:30]([O:34][C:35]([N:37]1[CH2:42][CH2:41][CH2:40][CH:39]([NH:43][C:18]([NH:17][C@H:16]2[CH2:15][O:14][C@@H:13]3[C@@H:9]([O:8][C:7]4[C:2]([CH3:1])=[N:3][CH:4]=[CH:5][CH:6]=4)[CH2:10][O:11][C@H:12]23)=[O:19])[CH2:38]1)=[O:36])([CH3:33])([CH3:31])[CH3:32]. Given the reactants [CH3:1][C:2]1[C:7]([O:8][C@@H:9]2[C@H:13]3[O:14][CH2:15][C@H:16]([NH2:17])[C@H:12]3[O:11][CH2:10]2)=[CH:6][CH:5]=[CH:4][N:3]=1.[C:18](N1C=CN=C1)(N1C=CN=C1)=[O:19].[C:30]([O:34][C:35]([N:37]1[CH2:42][CH2:41][CH2:40][CH:39]([NH2:43])[CH2:38]1)=[O:36])([CH3:33])([CH3:32])[CH3:31], predict the reaction product. (4) Given the reactants [F:1][C:2]1[CH:7]=[C:6](I)[CH:5]=[CH:4][C:3]=1[N:9]1[CH:14]=[C:13]([O:15][CH3:16])[C:12](=[O:17])[C:11]([C:18]2[N:22]([C:23]3[CH:28]=[CH:27][CH:26]=[CH:25][CH:24]=3)[N:21]=[CH:20][CH:19]=2)=[N:10]1.[NH:29]1[CH2:34][CH2:33][O:32][CH2:31][C:30]1=[O:35].N[C@@H]1CCCC[C@H]1N.[O-]P([O-])([O-])=O.[K+].[K+].[K+], predict the reaction product. The product is: [F:1][C:2]1[CH:7]=[C:6]([N:29]2[CH2:34][CH2:33][O:32][CH2:31][C:30]2=[O:35])[CH:5]=[CH:4][C:3]=1[N:9]1[CH:14]=[C:13]([O:15][CH3:16])[C:12](=[O:17])[C:11]([C:18]2[N:22]([C:23]3[CH:28]=[CH:27][CH:26]=[CH:25][CH:24]=3)[N:21]=[CH:20][CH:19]=2)=[N:10]1. (5) Given the reactants Br[C:2]1[N:7]=[C:6]([CH3:8])[C:5]([NH:9][C:10]([C:12]2[O:13][CH:14]=[CH:15][C:16]=2[CH3:17])=[O:11])=[C:4]([CH3:18])[CH:3]=1.[CH2:19]1[CH2:25][O:24][CH2:23][CH2:22][NH:21][CH2:20]1.Cl.C1C=CC(P(C2C(C3C(P(C4C=CC=CC=4)C4C=CC=CC=4)=CC=C4C=3C=CC=C4)=C3C(C=CC=C3)=CC=2)C2C=CC=CC=2)=CC=1.CC(C)([O-])C.[K+], predict the reaction product. The product is: [CH3:8][C:6]1[C:5]([NH:9][C:10]([C:12]2[O:13][CH:14]=[CH:15][C:16]=2[CH3:17])=[O:11])=[C:4]([CH3:18])[CH:3]=[C:2]([N:21]2[CH2:20][CH2:19][CH2:25][O:24][CH2:23][CH2:22]2)[N:7]=1. (6) Given the reactants [C:1]([O:5][C:6](=[O:20])[NH:7][C@H:8]1[CH2:14][S:13][C:12]2[CH:15]=[CH:16][CH:17]=[CH:18][C:11]=2[NH:10][C:9]1=[O:19])([CH3:4])([CH3:3])[CH3:2].[C:21]([O-])([O-])=O.[Cs+].[Cs+].CI, predict the reaction product. The product is: [C:1]([O:5][C:6](=[O:20])[NH:7][C@H:8]1[CH2:14][S:13][C:12]2[CH:15]=[CH:16][CH:17]=[CH:18][C:11]=2[N:10]([CH3:21])[C:9]1=[O:19])([CH3:4])([CH3:2])[CH3:3].